Dataset: Catalyst prediction with 721,799 reactions and 888 catalyst types from USPTO. Task: Predict which catalyst facilitates the given reaction. (1) Reactant: Cl.O.[NH:3]1[CH2:8][CH2:7][C:6](=[O:9])[CH2:5][CH2:4]1.C(N(CC)CC)C.[CH3:17][S:18](Cl)(=[O:20])=[O:19]. Product: [CH3:17][S:18]([N:3]1[CH2:8][CH2:7][C:6](=[O:9])[CH2:5][CH2:4]1)(=[O:20])=[O:19]. The catalyst class is: 3. (2) Reactant: I[C:2]1[CH:15]=[CH:14][C:5]([CH2:6][N:7]2[CH2:12][CH2:11][CH:10]([CH3:13])[CH2:9][CH2:8]2)=[CH:4][CH:3]=1.[Cl:16][C:17]1[CH:22]=[CH:21][C:20]([C:23]2[CH:28]=[CH:27][C:26]([NH:29][C:30](=[O:33])[C:31]#[CH:32])=[CH:25][CH:24]=2)=[CH:19][CH:18]=1. Product: [Cl:16][C:17]1[CH:18]=[CH:19][C:20]([C:23]2[CH:28]=[CH:27][C:26]([NH:29][C:30](=[O:33])[C:31]#[C:32][C:2]3[CH:15]=[CH:14][C:5]([CH2:6][N:7]4[CH2:12][CH2:11][CH:10]([CH3:13])[CH2:9][CH2:8]4)=[CH:4][CH:3]=3)=[CH:25][CH:24]=2)=[CH:21][CH:22]=1. The catalyst class is: 98. (3) Reactant: Cl.CN(C)CCCN=C=NCC.N1C=CC=CC=1.[CH3:19][N:20]1[C:25](=[O:26])[CH:24]=[C:23]([N:27]2[CH2:32][CH2:31][O:30][CH2:29][CH2:28]2)[N:22]=[C:21]1[CH2:33][C:34]([O-:36])=O.[Na+].[F:38][C:39]1[CH:47]=[CH:46][CH:45]=[C:44]2[C:40]=1[CH2:41][CH:42]([CH3:48])[NH:43]2. Product: [F:38][C:39]1[CH:47]=[CH:46][CH:45]=[C:44]2[C:40]=1[CH2:41][CH:42]([CH3:48])[N:43]2[C:34](=[O:36])[CH2:33][C:21]1[N:20]([CH3:19])[C:25](=[O:26])[CH:24]=[C:23]([N:27]2[CH2:28][CH2:29][O:30][CH2:31][CH2:32]2)[N:22]=1. The catalyst class is: 288. (4) Reactant: Br[C:2]1[CH:3]=[C:4]([CH:7]=[CH:8][CH:9]=1)[CH:5]=[O:6].B1([C:18]2[CH:23]=[CH:22][CH:21]=[C:20]([C:24]#[N:25])[CH:19]=2)OCC(C)(C)CO1.C([O-])([O-])=O.[Na+].[Na+]. Product: [CH:5]([C:4]1[CH:3]=[C:2]([C:18]2[CH:23]=[CH:22][CH:21]=[C:20]([C:24]#[N:25])[CH:19]=2)[CH:9]=[CH:8][CH:7]=1)=[O:6]. The catalyst class is: 780. (5) Reactant: P(Cl)(Cl)([Cl:3])=O.C(C1C=CSC=1C1SC(C2SC=CC=2CCCCCCCC)=CC=1)CCCCCCC.C([O-])(=O)C.[Na+].[CH:42]([C:44]1[S:48][C:47]([C:49]2[S:50][C:51]([C:54]3[S:55][CH:56]=[CH:57][C:58]=3[CH2:59][CH2:60][CH2:61][CH2:62][CH2:63][CH2:64][CH2:65][CH3:66])=[CH:52][CH:53]=2)=[C:46]([CH2:67][CH2:68][CH2:69][CH2:70][CH2:71][CH2:72][CH2:73][CH3:74])[CH:45]=1)=[O:43].[CH3:75][N:76]([CH3:79])[CH:77]=O. Product: [CH3:75][N+:76]([CH3:79])=[CH:77][Cl:3].[Cl-:3].[CH:42]([C:44]1[S:48][C:47]([C:49]2[S:50][C:51]([C:54]3[S:55][CH:56]=[CH:57][C:58]=3[CH2:59][CH2:60][CH2:61][CH2:62][CH2:63][CH2:64][CH2:65][CH3:66])=[CH:52][CH:53]=2)=[C:46]([CH2:67][CH2:68][CH2:69][CH2:70][CH2:71][CH2:72][CH2:73][CH3:74])[CH:45]=1)=[O:43]. The catalyst class is: 417. (6) Reactant: C(OC(=O)[N:5]([C:16]1[N:21]=[C:20]([CH3:22])[C:19]([C:23]#[N:24])=[CH:18][N:17]=1)[CH2:6][CH2:7][CH2:8][CH:9]1[CH2:14][CH2:13][N:12]([CH3:15])[CH2:11][CH2:10]1)C.[OH-].[Na+]. Product: [CH3:22][C:20]1[C:19]([C:23]#[N:24])=[CH:18][N:17]=[C:16]([NH:5][CH2:6][CH2:7][CH2:8][CH:9]2[CH2:14][CH2:13][N:12]([CH3:15])[CH2:11][CH2:10]2)[N:21]=1. The catalyst class is: 5.